This data is from Experimentally validated miRNA-target interactions with 360,000+ pairs, plus equal number of negative samples. The task is: Binary Classification. Given a miRNA mature sequence and a target amino acid sequence, predict their likelihood of interaction. The miRNA is hsa-miR-604 with sequence AGGCUGCGGAAUUCAGGAC. The protein sequence of the target gene is MGSELETAMETLINVFHAHSGKEGDKYKLSKKELKDLLQTELSSFLDVQKDADAVDKIMKELDENGDGEVDFQEFVVLVAALTVACNNFFWENS. Result: 0 (no interaction).